Dataset: Reaction yield outcomes from USPTO patents with 853,638 reactions. Task: Predict the reaction yield, written as a fraction of the theoretical maximum amount of product (1.0 means a 100% yield; for example, 0.34 means a 34% yield). The reactants are [Cl:1][C:2]1[N:7]=[C:6]([NH:8][CH3:9])[C:5]([CH:10]=C)=[CH:4][N:3]=1.[O:12]=[O+][O-].CSC. The catalyst is C(Cl)(Cl)Cl.CO. The product is [Cl:1][C:2]1[N:7]=[C:6]([NH:8][CH3:9])[C:5]([CH:10]=[O:12])=[CH:4][N:3]=1. The yield is 0.950.